From a dataset of Full USPTO retrosynthesis dataset with 1.9M reactions from patents (1976-2016). Predict the reactants needed to synthesize the given product. (1) Given the product [CH3:37][S:38]([OH:41])(=[O:40])=[O:39].[Cl:32][C:29]1[S:28][C:27]([C:25]([NH:24][C:23]2[C:19]([C:17]([NH:16][C:13]3[CH:12]=[CH:11][C:10]([N:9]4[CH2:8][CH2:7][O:6][C:33]4=[NH:34])=[CH:15][CH:14]=3)=[O:18])=[N:20][S:21][CH:22]=2)=[O:26])=[CH:31][CH:30]=1, predict the reactants needed to synthesize it. The reactants are: C([Si](C)(C)[O:6][CH2:7][CH2:8][N:9]([C:33]#[N:34])[C:10]1[CH:15]=[CH:14][C:13]([NH:16][C:17]([C:19]2[C:23]([NH:24][C:25]([C:27]3[S:28][C:29]([Cl:32])=[CH:30][CH:31]=3)=[O:26])=[CH:22][S:21][N:20]=2)=[O:18])=[CH:12][CH:11]=1)(C)(C)C.[CH3:37][S:38]([OH:41])(=[O:40])=[O:39]. (2) Given the product [F:34][C:28]1[CH:29]=[CH:30][CH:31]=[C:32]([F:33])[C:27]=1[NH:26][C:24](=[O:25])[C:23]1[CH:35]=[CH:36][CH:37]=[C:21]([C:9]2[N:10]=[C:11]3[CH:16]=[C:15]([C:17]([F:20])([F:19])[F:18])[CH:14]=[CH:13][N:12]3[C:8]=2[C:6]2[CH:5]=[CH:4][N:3]=[C:2]([NH:57][C:56]3[CH:58]=[CH:59][C:53]([N:50]4[CH2:49][CH2:48][CH:47]([N:44]5[CH2:43][CH2:42][N:41]([CH2:40][CH2:39][F:38])[CH2:46][CH2:45]5)[CH2:52][CH2:51]4)=[CH:54][C:55]=3[O:60][CH3:61])[N:7]=2)[CH:22]=1, predict the reactants needed to synthesize it. The reactants are: Cl[C:2]1[N:7]=[C:6]([C:8]2[N:12]3[CH:13]=[CH:14][C:15]([C:17]([F:20])([F:19])[F:18])=[CH:16][C:11]3=[N:10][C:9]=2[C:21]2[CH:22]=[C:23]([CH:35]=[CH:36][CH:37]=2)[C:24]([NH:26][C:27]2[C:32]([F:33])=[CH:31][CH:30]=[CH:29][C:28]=2[F:34])=[O:25])[CH:5]=[CH:4][N:3]=1.[F:38][CH2:39][CH2:40][N:41]1[CH2:46][CH2:45][N:44]([CH:47]2[CH2:52][CH2:51][N:50]([C:53]3[CH:59]=[CH:58][C:56]([NH2:57])=[C:55]([O:60][CH3:61])[CH:54]=3)[CH2:49][CH2:48]2)[CH2:43][CH2:42]1.O.C1(C)C=CC(S(O)(=O)=O)=CC=1.C[O-].[Na+]. (3) Given the product [NH:8]1[CH2:12][CH2:11][CH2:10][C@@H:9]1[C:13]([N:25]1[CH2:26][CH2:27][C:28]2[C:33](=[CH:32][CH:31]=[CH:30][CH:29]=2)[C@H:24]1[C:21]1[CH:22]=[CH:23][C:18]([C:17]([F:16])([F:35])[F:34])=[CH:19][CH:20]=1)=[O:15], predict the reactants needed to synthesize it. The reactants are: C(OC([N:8]1[CH2:12][CH2:11][CH2:10][C@@H:9]1[C:13]([OH:15])=O)=O)(C)(C)C.[F:16][C:17]([F:35])([F:34])[C:18]1[CH:23]=[CH:22][C:21]([C@@H:24]2[C:33]3[C:28](=[CH:29][CH:30]=[CH:31][CH:32]=3)[CH2:27][CH2:26][NH:25]2)=[CH:20][CH:19]=1.CCN(C(C)C)C(C)C.CN(C(ON1N=NC2C=CC=NC1=2)=[N+](C)C)C.F[P-](F)(F)(F)(F)F.Cl. (4) Given the product [N:71]1([CH:77]2[CH2:82][CH2:81][N:80]([C:32]([C:31]3[CH:30]=[CH:29][C:28]([NH:27][C:26]([NH:25][C:22]4[CH:21]=[CH:20][C:19]([C:9]5[N:10]=[C:11]([N:13]6[CH2:14][CH2:15][O:16][CH2:17][CH2:18]6)[N:12]=[C:7]([N:4]6[CH2:3][CH2:2][O:1][CH2:6][CH2:5]6)[N:8]=5)=[CH:24][CH:23]=4)=[O:37])=[CH:36][CH:35]=3)=[O:33])[CH2:79][CH2:78]2)[CH2:76][CH2:75][CH2:74][CH2:73][CH2:72]1, predict the reactants needed to synthesize it. The reactants are: [O:1]1[CH2:6][CH2:5][N:4]([C:7]2[N:12]=[C:11]([N:13]3[CH2:18][CH2:17][O:16][CH2:15][CH2:14]3)[N:10]=[C:9]([C:19]3[CH:24]=[CH:23][C:22]([NH:25][C:26](=[O:37])[NH:27][C:28]4[CH:36]=[CH:35][C:31]([C:32](O)=[O:33])=[CH:30][CH:29]=4)=[CH:21][CH:20]=3)[N:8]=2)[CH2:3][CH2:2]1.CCN(C(C)C)C(C)C.CN(C(ON1N=NC2C=CC=CC1=2)=[N+](C)C)C.F[P-](F)(F)(F)(F)F.[N:71]1([CH:77]2[CH2:82][CH2:81][NH:80][CH2:79][CH2:78]2)[CH2:76][CH2:75][CH2:74][CH2:73][CH2:72]1. (5) Given the product [CH2:1]([O:3][C:4](=[O:18])[C:5]1[CH:10]=[C:9]([N+:11]([O-:13])=[O:12])[CH:8]=[C:7]([N+:14]([O-:16])=[O:15])[C:6]=1[CH:17]=[CH:21][N:24]([CH3:26])[CH3:25])[CH3:2], predict the reactants needed to synthesize it. The reactants are: [CH2:1]([O:3][C:4](=[O:18])[C:5]1[CH:10]=[C:9]([N+:11]([O-:13])=[O:12])[CH:8]=[C:7]([N+:14]([O-:16])=[O:15])[C:6]=1[CH3:17])[CH3:2].CO[CH:21]([N:24]([CH3:26])[CH3:25])OC.